The task is: Predict which catalyst facilitates the given reaction.. This data is from Catalyst prediction with 721,799 reactions and 888 catalyst types from USPTO. Reactant: CO[C:3]([C:5]1[N:6]=[C:7]([C:23]#[N:24])[C:8]2[C:13]([C:14]=1[OH:15])=[CH:12][CH:11]=[C:10]([O:16][C:17]1[CH:22]=[CH:21][CH:20]=[CH:19][CH:18]=1)[CH:9]=2)=[O:4].[NH2:25][CH2:26][C:27]1([C:30]([OH:32])=[O:31])[CH2:29][CH2:28]1.C[O-].[Na+].Cl. Product: [C:23]([C:7]1[C:8]2[C:13](=[CH:12][CH:11]=[C:10]([O:16][C:17]3[CH:18]=[CH:19][CH:20]=[CH:21][CH:22]=3)[CH:9]=2)[C:14]([OH:15])=[C:5]([C:3]([NH:25][CH2:26][C:27]2([C:30]([OH:32])=[O:31])[CH2:29][CH2:28]2)=[O:4])[N:6]=1)#[N:24]. The catalyst class is: 24.